From a dataset of Peptide-MHC class I binding affinity with 185,985 pairs from IEDB/IMGT. Regression. Given a peptide amino acid sequence and an MHC pseudo amino acid sequence, predict their binding affinity value. This is MHC class I binding data. (1) The peptide sequence is VSEKYTDMY. The MHC is HLA-B08:02 with pseudo-sequence HLA-B08:02. The binding affinity (normalized) is 0.0847. (2) The binding affinity (normalized) is 0. The MHC is Mamu-A01 with pseudo-sequence Mamu-A01. The peptide sequence is VPPPRKKRT. (3) The peptide sequence is ISRTRLYDY. The MHC is HLA-A11:01 with pseudo-sequence HLA-A11:01. The binding affinity (normalized) is 0.330. (4) The binding affinity (normalized) is 0.182. The MHC is H-2-Kb with pseudo-sequence H-2-Kb. The peptide sequence is FQPQNGQFIHFY. (5) The peptide sequence is ITAVNRYFK. The MHC is HLA-A69:01 with pseudo-sequence HLA-A69:01. The binding affinity (normalized) is 0.0847. (6) The peptide sequence is VTLFFLSGK. The MHC is HLA-A03:01 with pseudo-sequence HLA-A03:01. The binding affinity (normalized) is 0.876. (7) The peptide sequence is VTPNYADILLH. The MHC is Mamu-A01 with pseudo-sequence Mamu-A01. The binding affinity (normalized) is 0.888. (8) The peptide sequence is APALQEAYY. The MHC is HLA-A26:01 with pseudo-sequence HLA-A26:01. The binding affinity (normalized) is 0. (9) The peptide sequence is MMAWRMMRY. The MHC is HLA-A02:12 with pseudo-sequence HLA-A02:12. The binding affinity (normalized) is 0.0847. (10) The peptide sequence is KKPRNFPMAQV. The MHC is Mamu-B03 with pseudo-sequence Mamu-B03. The binding affinity (normalized) is 0.254.